From a dataset of Full USPTO retrosynthesis dataset with 1.9M reactions from patents (1976-2016). Predict the reactants needed to synthesize the given product. (1) The reactants are: [Cl:1][C:2]1[CH:3]=[C:4]([CH:6]=[CH:7][C:8]=1[Cl:9])[NH2:5].[OH-].[Na+].[CH3:12][C:13]([CH3:18])([CH3:17])[C:14](Cl)=[O:15]. Given the product [Cl:1][C:2]1[CH:3]=[C:4]([NH:5][C:14](=[O:15])[C:13]([CH3:18])([CH3:17])[CH3:12])[CH:6]=[CH:7][C:8]=1[Cl:9], predict the reactants needed to synthesize it. (2) Given the product [OH:5][CH2:4][C:3]([NH:2][C:21](=[O:22])[O:20][CH2:13][C:14]1[CH:19]=[CH:18][CH:17]=[CH:16][CH:15]=1)([C:7]1[CH:12]=[CH:11][CH:10]=[CH:9][CH:8]=1)[CH3:6], predict the reactants needed to synthesize it. The reactants are: Cl.[NH2:2][C:3]([C:7]1[CH:12]=[CH:11][CH:10]=[CH:9][CH:8]=1)([CH3:6])[CH2:4][OH:5].[CH2:13]([O:20][C:21](ON1C(=O)CCC1=O)=[O:22])[C:14]1[CH:19]=[CH:18][CH:17]=[CH:16][CH:15]=1.C(N(CC)CC)C. (3) Given the product [Cl:1][C:2]1[C:7]2[S:8][C:9]([C:11]3[C:16]([Cl:17])=[CH:15][C:14]([CH:20]4[CH2:22][CH2:21]4)=[CH:13][C:12]=3[Cl:19])=[N:10][C:6]=2[CH:5]=[CH:4][N:3]=1, predict the reactants needed to synthesize it. The reactants are: [Cl:1][C:2]1[C:7]2[S:8][C:9]([C:11]3[C:16]([Cl:17])=[CH:15][C:14](I)=[CH:13][C:12]=3[Cl:19])=[N:10][C:6]=2[CH:5]=[CH:4][N:3]=1.[CH:20]1(B(O)O)[CH2:22][CH2:21]1.P(C1CCCCC1)(C1CCCCC1)C1CCCCC1.[O-]P([O-])([O-])=O.[K+].[K+].[K+]. (4) Given the product [Cl:20][C:21]1[S:25][C:24]([S:26]([NH:1][C@H:2]([CH2:3][OH:4])[C@H:5]([CH2:11][CH3:12])[CH2:6][C:7]([F:8])([F:9])[F:10])(=[O:28])=[O:27])=[CH:23][CH:22]=1, predict the reactants needed to synthesize it. The reactants are: [NH2:1][C@@H:2]([C@H:5]([CH2:11][CH3:12])[CH2:6][C:7]([F:10])([F:9])[F:8])[CH2:3][OH:4].C(N(CC)CC)C.[Cl:20][C:21]1[S:25][C:24]([S:26](Cl)(=[O:28])=[O:27])=[CH:23][CH:22]=1. (5) Given the product [CH3:77][N:78]([CH3:79])[C:2]1[CH:3]=[C:4]([F:24])[C:5]2[N:6]([C:17]([O:19][C:20]([CH3:23])([CH3:22])[CH3:21])=[O:18])[C:7]3[C:12]([S:13][C:14]=2[CH:15]=1)=[CH:11][C:10]([Br:16])=[CH:9][CH:8]=3, predict the reactants needed to synthesize it. The reactants are: Br[C:2]1[CH:3]=[C:4]([F:24])[C:5]2[N:6]([C:17]([O:19][C:20]([CH3:23])([CH3:22])[CH3:21])=[O:18])[C:7]3[C:12]([S:13][C:14]=2[CH:15]=1)=[CH:11][C:10]([Br:16])=[CH:9][CH:8]=3.C1C=CC(P(C2C(C3C(P(C4C=CC=CC=4)C4C=CC=CC=4)=CC=C4C=3C=CC=C4)=C3C(C=CC=C3)=CC=2)C2C=CC=CC=2)=CC=1.C([O-])([O-])=O.[Cs+].[Cs+].[CH3:77][NH:78][CH3:79].